Dataset: Catalyst prediction with 721,799 reactions and 888 catalyst types from USPTO. Task: Predict which catalyst facilitates the given reaction. (1) Reactant: [I:1][C:2]1[NH:6][N:5]=[CH:4][C:3]=1[C:7]#[N:8].C(N(C(C)C)CC)(C)C.Cl[C:19]([O:21][CH2:22][CH3:23])=[O:20]. Product: [C:7]([C:3]1[C:2]([I:1])=[N:6][N:5]([C:19]([O:21][CH2:22][CH3:23])=[O:20])[CH:4]=1)#[N:8]. The catalyst class is: 1. (2) Reactant: C([O:3][C:4]([C:6]1[C:7]([C:11]2[CH:16]=[CH:15][CH:14]=[CH:13][C:12]=2[CH3:17])=[N:8][O:9][CH:10]=1)=[O:5])C.Cl. Product: [C:12]1([CH3:17])[CH:13]=[CH:14][CH:15]=[CH:16][C:11]=1[C:7]1[C:6]([C:4]([OH:5])=[O:3])=[CH:10][O:9][N:8]=1. The catalyst class is: 15. (3) Reactant: [NH2:1][C:2]1[NH:6][N:5]=[C:4]([NH:7][C:8]2[CH:15]=[C:14]([Cl:16])[C:11]([C:12]#[N:13])=[C:10]([Cl:17])[CH:9]=2)[N:3]=1.[F:18][C:19]([F:29])([F:28])[C:20]1[CH:27]=[CH:26][C:23]([CH:24]=O)=[CH:22][CH:21]=1.C(O)(=O)C.Cl. Product: [Cl:17][C:10]1[CH:9]=[C:8]([NH:7][C:4]2[N:3]=[C:2]([NH:1][CH2:24][C:23]3[CH:22]=[CH:21][C:20]([C:19]([F:18])([F:28])[F:29])=[CH:27][CH:26]=3)[NH:6][N:5]=2)[CH:15]=[C:14]([Cl:16])[C:11]=1[C:12]#[N:13]. The catalyst class is: 5. (4) Reactant: [C:1](/[CH:3]=[CH:4]/[S:5]([C:8]1[CH:13]=[CH:12][C:11]([C:14]([CH3:19])([CH3:18])[C:15]([OH:17])=O)=[CH:10][CH:9]=1)(=[O:7])=[O:6])#[N:2].[CH:20]1([NH2:26])[CH2:25][CH2:24][CH2:23][CH2:22][CH2:21]1.Cl.CN(C)CCCN=C=NCC.ON1C2C=CC=CC=2N=N1. Product: [C:1](/[CH:3]=[CH:4]/[S:5]([C:8]1[CH:9]=[CH:10][C:11]([C:14]([CH3:19])([CH3:18])[C:15]([NH:26][CH:20]2[CH2:25][CH2:24][CH2:23][CH2:22][CH2:21]2)=[O:17])=[CH:12][CH:13]=1)(=[O:6])=[O:7])#[N:2]. The catalyst class is: 7.